Dataset: TCR-epitope binding with 47,182 pairs between 192 epitopes and 23,139 TCRs. Task: Binary Classification. Given a T-cell receptor sequence (or CDR3 region) and an epitope sequence, predict whether binding occurs between them. (1) The epitope is LPRRSGAAGA. The TCR CDR3 sequence is CASSQDWSTDTQYF. Result: 0 (the TCR does not bind to the epitope). (2) The epitope is TTLPVNVAF. The TCR CDR3 sequence is CASSIVSGPYNEQFF. Result: 0 (the TCR does not bind to the epitope). (3) The epitope is LLFNKVTLA. The TCR CDR3 sequence is CASSLTSTGTTYEQYF. Result: 1 (the TCR binds to the epitope). (4) The epitope is RLRAEAQVK. The TCR CDR3 sequence is CASSQDHRMGGHEKLFF. Result: 1 (the TCR binds to the epitope). (5) The epitope is KPLEFGATSAAL. The TCR CDR3 sequence is CSVAGTGKVYNEQFF. Result: 1 (the TCR binds to the epitope). (6) The epitope is KLGGALQAK. The TCR CDR3 sequence is CSAPTATTSSVFTEAFF. Result: 1 (the TCR binds to the epitope). (7) The epitope is LPRRSGAAGA. The TCR CDR3 sequence is CASSYPEPSIQYF. Result: 1 (the TCR binds to the epitope). (8) The epitope is YFPLQSYGF. The TCR CDR3 sequence is CASSETIAGVYEQYF. Result: 1 (the TCR binds to the epitope).